The task is: Predict the reactants needed to synthesize the given product.. This data is from Full USPTO retrosynthesis dataset with 1.9M reactions from patents (1976-2016). (1) Given the product [O:20]([C:9]1[CH:8]=[CH:7][C:6]2[C@@H:5]3[C@H:14]([C@H:15]4[C@@:2]([CH2:3][CH2:4]3)([CH3:1])[C:18](=[O:19])[CH2:17][CH2:16]4)[CH2:13][CH2:12][C:11]=2[CH:10]=1)[Si:26]([C:29]([CH3:32])([CH3:31])[CH3:30])([CH3:28])[CH3:27], predict the reactants needed to synthesize it. The reactants are: [CH3:1][C@@:2]12[C:18](=[O:19])[CH2:17][CH2:16][C@H:15]1[C@H:14]1[C@@H:5]([C:6]3[CH:7]=[CH:8][C:9]([OH:20])=[CH:10][C:11]=3[CH2:12][CH2:13]1)[CH2:4][CH2:3]2.N1C=CN=C1.[Si:26](Cl)([C:29]([CH3:32])([CH3:31])[CH3:30])([CH3:28])[CH3:27].O. (2) The reactants are: [H-].[Na+].[NH2:3][CH2:4][CH2:5][C:6]1[CH:11]=[CH:10][C:9]([OH:12])=[CH:8][CH:7]=1.Cl[C:14]1[CH:19]=[CH:18][C:17]([C:20]([F:23])([F:22])[F:21])=[CH:16][N:15]=1.O. Given the product [F:21][C:20]([F:23])([F:22])[C:17]1[CH:18]=[CH:19][C:14]([O:12][C:9]2[CH:10]=[CH:11][C:6]([CH2:5][CH2:4][NH2:3])=[CH:7][CH:8]=2)=[N:15][CH:16]=1, predict the reactants needed to synthesize it. (3) Given the product [Cl:37][C:34]1[CH:33]=[CH:32][C:31](/[CH:30]=[CH:29]/[C@H:26]2[CH2:27][CH2:28][C@H:23]([S:22][C@H:11]([CH3:12])[C@:9]([C:3]3[CH:4]=[CH:5][C:6]([F:8])=[CH:7][C:2]=3[F:1])([OH:10])[CH2:13][N:14]3[CH:18]=[N:17][CH:16]=[N:15]3)[CH2:24][CH2:25]2)=[CH:36][CH:35]=1, predict the reactants needed to synthesize it. The reactants are: [F:1][C:2]1[CH:7]=[C:6]([F:8])[CH:5]=[CH:4][C:3]=1[C@@:9]1([CH2:13][N:14]2[CH:18]=[N:17][CH:16]=[N:15]2)[C@H:11]([CH3:12])[O:10]1.C([S:22][C@H:23]1[CH2:28][CH2:27][C@H:26](/[CH:29]=[CH:30]/[C:31]2[CH:36]=[CH:35][C:34]([Cl:37])=[CH:33][CH:32]=2)[CH2:25][CH2:24]1)(=O)C. (4) The reactants are: [NH2:1][C:2]1[N:7]=[C:6]([C:8]2[O:9][CH:10]=[CH:11][CH:12]=2)[C:5]([C:13]#[N:14])=[C:4]([S:15]([CH3:18])(=O)=O)[N:3]=1.[C:19]1(S)[CH:24]=[CH:23]C=[CH:21][CH:20]=1.C1CCN2C(=NCCC2)CC1. Given the product [NH2:1][C:2]1[N:7]=[C:6]([C:8]2[O:9][CH:10]=[CH:11][CH:12]=2)[C:5]([C:13]#[N:14])=[C:4]([S:15][C:18]2[CH:23]=[CH:24][CH:19]=[CH:20][CH:21]=2)[N:3]=1, predict the reactants needed to synthesize it. (5) The reactants are: C(O)(C(F)(F)F)=O.[CH3:8][S:9]([C:12]1[CH:17]=[CH:16][C:15]([C:18]2[N:23]=[CH:22][C:21]([O:24][CH2:25][CH:26]3[CH2:31][CH2:30][N:29](C(OC(C)(C)C)=O)[CH2:28][CH2:27]3)=[CH:20][CH:19]=2)=[CH:14][CH:13]=1)(=[O:11])=[O:10]. Given the product [CH3:8][S:9]([C:12]1[CH:17]=[CH:16][C:15]([C:18]2[CH:19]=[CH:20][C:21]([O:24][CH2:25][CH:26]3[CH2:31][CH2:30][NH:29][CH2:28][CH2:27]3)=[CH:22][N:23]=2)=[CH:14][CH:13]=1)(=[O:10])=[O:11], predict the reactants needed to synthesize it. (6) Given the product [Br:9][C:10]1[CH:15]=[CH:14][C:13]([O:8][C:5]2[CH:4]=[CH:3][C:2]([F:1])=[CH:7][N:6]=2)=[CH:12][C:11]=1[O:17][CH3:18], predict the reactants needed to synthesize it. The reactants are: [F:1][C:2]1[CH:3]=[CH:4][C:5]([OH:8])=[N:6][CH:7]=1.[Br:9][C:10]1[CH:15]=[CH:14][C:13](I)=[CH:12][C:11]=1[O:17][CH3:18].[F-].[K+].CS(C)=O. (7) Given the product [N:5]1[CH:6]=[CH:7][CH:8]=[CH:9][C:4]=1[CH2:3][O:10][C:11]1[CH:12]=[C:13]2[C:17](=[CH:18][CH:19]=1)[NH:16][C:15]([C:20]([O:22][CH3:23])=[O:21])=[CH:14]2, predict the reactants needed to synthesize it. The reactants are: Cl.Cl[CH2:3][C:4]1[CH:9]=[CH:8][CH:7]=[CH:6][N:5]=1.[OH:10][C:11]1[CH:12]=[C:13]2[C:17](=[CH:18][CH:19]=1)[NH:16][C:15]([C:20]([O:22][CH3:23])=[O:21])=[CH:14]2. (8) Given the product [CH3:40][O:41][C:42]1[CH:43]=[C:44]([CH:9]([C:11]2[CH:12]=[C:13]([O:21][CH3:22])[C:14]([O:19][CH3:20])=[C:15]([O:17][CH3:18])[CH:16]=2)[OH:10])[CH:47]=[CH:48][C:49]=1[N+:50]([O-:52])=[O:51], predict the reactants needed to synthesize it. The reactants are: COC1C=CC([CH:9]([C:11]2[CH:16]=[C:15]([O:17][CH3:18])[C:14]([O:19][CH3:20])=[C:13]([O:21][CH3:22])[CH:12]=2)[OH:10])=CC=1[N+]([O-])=O.COC1C=C(Br)C=C(OC)C=1OC.[Mg].[CH3:40][O:41][C:42]1[CH:43]=[C:44]([CH:47]=[CH:48][C:49]=1[N+:50]([O-:52])=[O:51])C=O. (9) Given the product [Br:14][CH2:11][CH2:10][C:7]1[C:6]2[CH:13]=[C:2]([F:1])[CH:3]=[CH:4][C:5]=2[O:9][CH:8]=1, predict the reactants needed to synthesize it. The reactants are: [F:1][C:2]1[CH:3]=[CH:4][C:5]2[O:9][CH:8]=[C:7]([CH2:10][CH2:11]O)[C:6]=2[CH:13]=1.[Br:14]C(Br)(Br)Br.